This data is from Drug half-life prediction data from Obach et al.. The task is: Regression/Classification. Given a drug SMILES string, predict its absorption, distribution, metabolism, or excretion properties. Task type varies by dataset: regression for continuous measurements (e.g., permeability, clearance, half-life) or binary classification for categorical outcomes (e.g., BBB penetration, CYP inhibition). For this dataset (half_life_obach), we predict log10(half-life) (log10 of half-life in hours). (1) The drug is COc1cc(NC(C)CCCN)c2ncccc2c1. The log10(half-life) is 0.850. (2) The compound is CC(CCc1ccc2c(c1)OCO2)NCC(O)c1ccc(O)c(C(N)=O)c1. The log10(half-life) is 1.04. (3) The molecule is CC1(C)S[C@@H]2[C@H](NC(=O)[C@H](N)c3ccc(O)cc3)C(=O)N2[C@H]1C(=O)O. The log10(half-life) is 0.0400. (4) The drug is COc1ccccc1OCCNCC(O)COc1cccc2[nH]c3ccccc3c12. The log10(half-life) is 0.380. (5) The compound is CN(C)CCc1c[nH]c2ccc(Cn3cncn3)cc12. The log10(half-life) is 0.340. (6) The compound is O=C(O)c1cc(-c2ccc(F)cc2F)ccc1O. The log10(half-life) is 1.00. (7) The log10(half-life) is 0.340. The molecule is CC(C)NCC(O)COc1cccc2[nH]ccc12.